This data is from Catalyst prediction with 721,799 reactions and 888 catalyst types from USPTO. The task is: Predict which catalyst facilitates the given reaction. (1) Reactant: [Br:1][C:2]1[N:10]=[CH:9][CH:8]=[CH:7][C:3]=1[C:4]([OH:6])=O.CCN=C=NCCCN(C)C.[C:22]([C:26]1[CH:27]=[C:28]([CH:30]=[CH:31][CH:32]=1)[NH2:29])([CH3:25])([CH3:24])[CH3:23].C(=O)(O)[O-].[Na+]. Product: [Br:1][C:2]1[N:10]=[CH:9][CH:8]=[CH:7][C:3]=1[C:4]([NH:29][C:28]1[CH:30]=[CH:31][CH:32]=[C:26]([C:22]([CH3:25])([CH3:24])[CH3:23])[CH:27]=1)=[O:6]. The catalyst class is: 46. (2) Product: [CH3:10][C:9]1[O:8][N:7]=[C:6]([C:11]2[CH:16]=[CH:15][CH:14]=[CH:13][C:12]=2[O:17][C:18]([F:21])([F:19])[F:20])[C:5]=1[C:3]([OH:4])=[O:2]. The catalyst class is: 5. Reactant: C[O:2][C:3]([C:5]1[C:6]([C:11]2[CH:16]=[CH:15][CH:14]=[CH:13][C:12]=2[O:17][C:18]([F:21])([F:20])[F:19])=[N:7][O:8][C:9]=1[CH3:10])=[O:4].[OH-].[Na+]. (3) Reactant: [Cl:1][C:2]1[CH:7]=[C:6]([N+:8]([O-])=O)[C:5]([F:11])=[CH:4][N+:3]=1[O-].C(Cl)Cl.CCOC(C)=O. Product: [NH2:8][C:6]1[C:5]([F:11])=[CH:4][N:3]=[C:2]([Cl:1])[CH:7]=1. The catalyst class is: 470.